This data is from NCI-60 drug combinations with 297,098 pairs across 59 cell lines. The task is: Regression. Given two drug SMILES strings and cell line genomic features, predict the synergy score measuring deviation from expected non-interaction effect. Drug 1: CC1OCC2C(O1)C(C(C(O2)OC3C4COC(=O)C4C(C5=CC6=C(C=C35)OCO6)C7=CC(=C(C(=C7)OC)O)OC)O)O. Drug 2: C1CN(P(=O)(OC1)NCCCl)CCCl. Cell line: KM12. Synergy scores: CSS=8.76, Synergy_ZIP=-2.71, Synergy_Bliss=-3.74, Synergy_Loewe=-16.3, Synergy_HSA=-4.14.